From a dataset of Catalyst prediction with 721,799 reactions and 888 catalyst types from USPTO. Predict which catalyst facilitates the given reaction. (1) Reactant: [CH2:1]([C:8]1[N:12]=[C:11]([CH2:13][CH2:14][C:15]([O:17]C)=[O:16])[O:10][N:9]=1)[C:2]1[CH:7]=[CH:6][CH:5]=[CH:4][CH:3]=1.[OH-].[Na+]. Product: [CH2:1]([C:8]1[N:12]=[C:11]([CH2:13][CH2:14][C:15]([OH:17])=[O:16])[O:10][N:9]=1)[C:2]1[CH:3]=[CH:4][CH:5]=[CH:6][CH:7]=1. The catalyst class is: 5. (2) Reactant: [Cl:1][C:2]1[CH:3]=[C:4]([N:9]=[C:10]=[O:11])[CH:5]=[CH:6][C:7]=1[Cl:8].[C:12]([O:16][C:17]([N:19]([CH2:27][C:28]1[CH:29]=[C:30]([CH:34]2[CH2:39][CH2:38][NH:37][CH2:36][CH2:35]2)[CH:31]=[CH:32][CH:33]=1)[C:20]([O:22][C:23]([CH3:26])([CH3:25])[CH3:24])=[O:21])=[O:18])([CH3:15])([CH3:14])[CH3:13]. Product: [Cl:1][C:2]1[CH:3]=[C:4]([NH:9][C:10]([N:37]2[CH2:38][CH2:39][CH:34]([C:30]3[CH:31]=[CH:32][CH:33]=[C:28]([CH2:27][N:19]([C:20]([O:22][C:23]([CH3:26])([CH3:25])[CH3:24])=[O:21])[C:17]([O:16][C:12]([CH3:14])([CH3:15])[CH3:13])=[O:18])[CH:29]=3)[CH2:35][CH2:36]2)=[O:11])[CH:5]=[CH:6][C:7]=1[Cl:8]. The catalyst class is: 2. (3) Reactant: [OH:1][N:2]=[C:3]([C:5]1[C:6]([I:22])=[C:7]([C:15]2[CH:20]=[CH:19][C:18]([OH:21])=[CH:17][CH:16]=2)[CH:8]=[C:9]([C:11]([F:14])([F:13])[F:12])[CH:10]=1)[NH2:4].[CH3:23][C:24]([CH3:26])=O. Product: [CH3:23][C:24]1([CH3:26])[O:1][N:2]=[C:3]([C:5]2[C:6]([I:22])=[C:7]([C:15]3[CH:20]=[CH:19][C:18]([OH:21])=[CH:17][CH:16]=3)[CH:8]=[C:9]([C:11]([F:13])([F:14])[F:12])[CH:10]=2)[NH:4]1. The catalyst class is: 52. (4) Reactant: [CH3:1][N:2]1[CH2:15][CH2:14][C:13]2[C:12]3[CH:11]=[C:10]([CH3:16])[CH:9]=[CH:8][C:7]=3[NH:6][C:5]=2[CH2:4][CH2:3]1.Br[CH:18]=[C:19]([C:21]1[CH:26]=[CH:25][CH:24]=[CH:23][C:22]=1[F:27])[CH3:20].N1CCC[C@H]1C(O)=O.[O-]P([O-])([O-])=O.[K+].[K+].[K+]. Product: [F:27][C:22]1[CH:23]=[CH:24][CH:25]=[CH:26][C:21]=1/[C:19](/[CH3:20])=[CH:18]\[N:6]1[C:7]2[CH:8]=[CH:9][C:10]([CH3:16])=[CH:11][C:12]=2[C:13]2[CH2:14][CH2:15][N:2]([CH3:1])[CH2:3][CH2:4][C:5]1=2. The catalyst class is: 122.